From a dataset of Forward reaction prediction with 1.9M reactions from USPTO patents (1976-2016). Predict the product of the given reaction. (1) Given the reactants [CH:1]1([Mg]Br)C[CH2:5][CH2:4][CH2:3][CH2:2]1.C[N:10]1CCCC1.[Cl:15][C:16]1[CH:25]=[C:24](Cl)[C:23]2[C:18](=[CH:19][CH:20]=[CH:21][CH:22]=2)[N:17]=1.O, predict the reaction product. The product is: [Cl:15][C:16]1[N:10]=[C:24]([CH:25]2[CH2:5][CH2:4][CH2:3][CH2:2][CH2:1]2)[C:23]2[C:18](=[CH:19][CH:20]=[CH:21][CH:22]=2)[N:17]=1. (2) Given the reactants [Cl:1][C:2]1[C:3]([NH:12][S:13]([C:16]2[CH:25]=[CH:24][C:19]([C:20]([O:22][CH3:23])=[O:21])=[CH:18][CH:17]=2)(=[O:15])=[O:14])=[N:4][CH:5]=[C:6]([C:8]([F:11])([F:10])[F:9])[CH:7]=1.Br[CH2:27][C:28]1[CH:33]=[C:32]([F:34])[CH:31]=[CH:30][C:29]=1[F:35], predict the reaction product. The product is: [Cl:1][C:2]1[C:3]([N:12]([CH2:27][C:28]2[CH:33]=[C:32]([F:34])[CH:31]=[CH:30][C:29]=2[F:35])[S:13]([C:16]2[CH:25]=[CH:24][C:19]([C:20]([O:22][CH3:23])=[O:21])=[CH:18][CH:17]=2)(=[O:15])=[O:14])=[N:4][CH:5]=[C:6]([C:8]([F:11])([F:9])[F:10])[CH:7]=1. (3) The product is: [O:23]([C:8]1[CH:9]=[CH:10][C:11]([CH2:14][CH2:15][C:16]([O:18][CH2:19][CH3:20])=[O:17])=[CH:12][CH:13]=1)[C:22]1[CH:10]=[CH:9][CH:8]=[CH:13][CH:21]=1. Given the reactants C([C:8]1[CH:13]=[CH:12][C:11](/[CH:14]=[CH:15]/[C:16]([O:18][CH2:19][CH3:20])=[O:17])=[CH:10][CH:9]=1)C1C=CC=CC=1.[CH3:21][CH2:22][OH:23], predict the reaction product. (4) Given the reactants [CH3:1][N:2]1[C:10]2[C:9](=[O:11])[NH:8][C:7]([CH3:12])=[N:6][C:5]=2[C:4]([CH2:13][CH2:14][CH3:15])=[N:3]1.[CH2:16]([O:18][C:19](=[O:38])[C:20]([O:23][C:24]1[CH:29]=[CH:28][CH:27]=[C:26]([CH2:30][CH2:31][CH2:32]OS(C)(=O)=O)[CH:25]=1)([CH3:22])[CH3:21])[CH3:17], predict the reaction product. The product is: [CH2:16]([O:18][C:19](=[O:38])[C:20]([O:23][C:24]1[CH:29]=[CH:28][CH:27]=[C:26]([CH2:30][CH2:31][CH2:32][N:8]2[C:9](=[O:11])[C:10]3[N:2]([CH3:1])[N:3]=[C:4]([CH2:13][CH2:14][CH3:15])[C:5]=3[N:6]=[C:7]2[CH3:12])[CH:25]=1)([CH3:21])[CH3:22])[CH3:17]. (5) Given the reactants Cl[C:2]1[CH:7]=[C:6]([C:8]2[CH:13]=[CH:12][CH:11]=[CH:10][CH:9]=2)[CH:5]=[CH:4][N:3]=1.[F:14][C:15]1[CH:20]=[CH:19][CH:18]=[CH:17][C:16]=1[N:21]1[CH2:26][CH2:25][N:24]([CH2:27][CH2:28][CH2:29][CH2:30][NH2:31])[CH2:23][CH2:22]1, predict the reaction product. The product is: [F:14][C:15]1[CH:20]=[CH:19][CH:18]=[CH:17][C:16]=1[N:21]1[CH2:22][CH2:23][N:24]([CH2:27][CH2:28][CH2:29][CH2:30][NH:31][C:2]2[CH:7]=[C:6]([C:8]3[CH:13]=[CH:12][CH:11]=[CH:10][CH:9]=3)[CH:5]=[CH:4][N:3]=2)[CH2:25][CH2:26]1. (6) Given the reactants [CH3:1][CH:2]([CH3:12])[CH2:3][CH2:4][C:5]([C:7]1[O:8][CH:9]=[CH:10][CH:11]=1)=O.[CH3:13][N:14]([CH3:16])[NH2:15], predict the reaction product. The product is: [CH3:13][N:14]([CH3:16])[N:15]=[C:5]([C:7]1[O:8][CH:9]=[CH:10][CH:11]=1)[CH2:4][CH2:3][CH:2]([CH3:12])[CH3:1]. (7) Given the reactants [NH2:1][CH2:2][C:3]1[CH:4]=[C:5]([C:9]2[CH:10]=[C:11]3[C:16](=[CH:17][CH:18]=2)[N:15]([CH3:19])[C:14](=[O:20])[CH2:13][CH2:12]3)[CH:6]=[N:7][CH:8]=1.C(N(CC)CC)C.[CH:28]([S:31](Cl)(=[O:33])=[O:32])([CH3:30])[CH3:29].O, predict the reaction product. The product is: [CH3:19][N:15]1[C:16]2[C:11](=[CH:10][C:9]([C:5]3[CH:4]=[C:3]([CH2:2][NH:1][S:31]([CH:28]([CH3:30])[CH3:29])(=[O:33])=[O:32])[CH:8]=[N:7][CH:6]=3)=[CH:18][CH:17]=2)[CH2:12][CH2:13][C:14]1=[O:20].